From a dataset of Full USPTO retrosynthesis dataset with 1.9M reactions from patents (1976-2016). Predict the reactants needed to synthesize the given product. The reactants are: Cl.[C:2]([N:6]1[CH2:9][C:8](CO)([N+:10]([O-:12])=[O:11])[CH2:7]1)([CH3:5])([CH3:4])[CH3:3].[OH-].[Na+].[N:17]([O-:19])=[O:18].[Na+].S(OOS([O-])(=O)=O)([O-])(=O)=O.[Na+].[Na+]. Given the product [C:2]([N:6]1[CH2:7][C:8]([N+:10]([O-:12])=[O:11])([N+:17]([O-:19])=[O:18])[CH2:9]1)([CH3:3])([CH3:4])[CH3:5], predict the reactants needed to synthesize it.